From a dataset of NCI-60 drug combinations with 297,098 pairs across 59 cell lines. Regression. Given two drug SMILES strings and cell line genomic features, predict the synergy score measuring deviation from expected non-interaction effect. (1) Cell line: SF-295. Drug 2: C1CC(=O)NC(=O)C1N2C(=O)C3=CC=CC=C3C2=O. Synergy scores: CSS=17.0, Synergy_ZIP=-3.98, Synergy_Bliss=3.83, Synergy_Loewe=-16.9, Synergy_HSA=3.94. Drug 1: CC(C1=C(C=CC(=C1Cl)F)Cl)OC2=C(N=CC(=C2)C3=CN(N=C3)C4CCNCC4)N. (2) Drug 1: CC(CN1CC(=O)NC(=O)C1)N2CC(=O)NC(=O)C2. Drug 2: CC1C(C(CC(O1)OC2CC(CC3=C2C(=C4C(=C3O)C(=O)C5=CC=CC=C5C4=O)O)(C(=O)C)O)N)O. Cell line: MCF7. Synergy scores: CSS=40.8, Synergy_ZIP=-0.222, Synergy_Bliss=-1.41, Synergy_Loewe=-4.12, Synergy_HSA=3.03.